Dataset: Full USPTO retrosynthesis dataset with 1.9M reactions from patents (1976-2016). Task: Predict the reactants needed to synthesize the given product. (1) Given the product [Br:2][C:3]1[CH:8]=[C:7]([CH2:9][NH:10][C:20]([NH:19][C:13]2[CH:14]=[CH:15][CH:16]=[C:17]([Cl:18])[C:12]=2[Cl:11])=[S:21])[CH:6]=[CH:5][N:4]=1, predict the reactants needed to synthesize it. The reactants are: Cl.[Br:2][C:3]1[CH:8]=[C:7]([CH2:9][NH2:10])[CH:6]=[CH:5][N:4]=1.[Cl:11][C:12]1[C:17]([Cl:18])=[CH:16][CH:15]=[CH:14][C:13]=1[N:19]=[C:20]=[S:21]. (2) Given the product [CH3:19][O:18][C:8]1[C:9]([CH3:17])=[C:10]([CH3:16])[C:11]([O:14][CH3:15])=[C:12]([CH3:13])[C:7]=1[C:22]([C:24]1[CH:25]=[CH:26][C:27]([N:30]2[CH2:35][CH2:34][O:33][CH2:32][CH2:31]2)=[CH:28][CH:29]=1)([OH:23])[CH:21]([CH3:36])[CH3:20], predict the reactants needed to synthesize it. The reactants are: C([Li])CCC.Br[C:7]1[C:12]([CH3:13])=[C:11]([O:14][CH3:15])[C:10]([CH3:16])=[C:9]([CH3:17])[C:8]=1[O:18][CH3:19].[CH3:20][CH:21]([CH3:36])[C:22]([C:24]1[CH:29]=[CH:28][C:27]([N:30]2[CH2:35][CH2:34][O:33][CH2:32][CH2:31]2)=[CH:26][CH:25]=1)=[O:23].O.